From a dataset of Forward reaction prediction with 1.9M reactions from USPTO patents (1976-2016). Predict the product of the given reaction. Given the reactants [CH3:1][O:2][C:3](=[O:16])[C:4]1[CH:9]=[C:8]([N:10]([CH3:12])[CH3:11])[CH:7]=[CH:6][C:5]=1[N+:13]([O-])=O.[CH3:17]O, predict the reaction product. The product is: [CH3:1][O:2][C:3](=[O:16])[C:4]1[CH:9]=[C:8]([N:10]([CH3:12])[CH3:11])[CH:7]=[C:6]([CH3:17])[C:5]=1[NH2:13].